Dataset: Forward reaction prediction with 1.9M reactions from USPTO patents (1976-2016). Task: Predict the product of the given reaction. (1) The product is: [CH3:1][O:2][C:3](=[O:23])[CH:4]=[CH:5][C:6]1[CH:14]=[CH:13][C:12]([O:15][CH2:16][C:17]2[CH:22]=[CH:21][CH:20]=[CH:19][CH:18]=2)=[C:11]2[C:7]=1[CH2:8][N:9]([S:35]([CH2:31][CH2:32][CH2:33][CH3:34])(=[O:37])=[O:36])[CH2:10]2. Given the reactants [CH3:1][O:2][C:3](=[O:23])[CH:4]=[CH:5][C:6]1[CH:14]=[CH:13][C:12]([O:15][CH2:16][C:17]2[CH:22]=[CH:21][CH:20]=[CH:19][CH:18]=2)=[C:11]2[C:7]=1[CH2:8][NH:9][CH2:10]2.C(N(CC)CC)C.[CH2:31]([S:35](Cl)(=[O:37])=[O:36])[CH2:32][CH2:33][CH3:34], predict the reaction product. (2) Given the reactants [NH2:1][C:2]1[C:3]([N+:21]([O-])=O)=[N:4][CH:5]=[CH:6][C:7]=1[C:8]1[CH:9]=[C:10]([NH:15][CH2:16][CH2:17][N:18]([CH3:20])[CH3:19])[CH:11]=[C:12]([F:14])[CH:13]=1, predict the reaction product. The product is: [CH3:19][N:18]([CH3:20])[CH2:17][CH2:16][NH:15][C:10]1[CH:9]=[C:8]([C:7]2[CH:6]=[CH:5][N:4]=[C:3]([NH2:21])[C:2]=2[NH2:1])[CH:13]=[C:12]([F:14])[CH:11]=1. (3) Given the reactants [Cl:1][C:2]1[CH:3]=[C:4]([CH:21]=[CH:22][CH:23]=1)[CH2:5][O:6][CH2:7][C:8]1[N:13]=[C:12]([NH:14]C(=O)C(C)(C)C)[CH:11]=[CH:10][CH:9]=1.[OH-].[Na+], predict the reaction product. The product is: [Cl:1][C:2]1[CH:3]=[C:4]([CH:21]=[CH:22][CH:23]=1)[CH2:5][O:6][CH2:7][C:8]1[N:13]=[C:12]([NH2:14])[CH:11]=[CH:10][CH:9]=1. (4) Given the reactants [H-].[Na+].[F:3][C:4]1[CH:5]=[C:6]([CH:20]=[C:21]([F:23])[CH:22]=1)[C:7]([C:9]1[CH:18]=[C:17]([CH3:19])[C:12]2[NH:13][C:14](=[O:16])[O:15][C:11]=2[CH:10]=1)=[O:8].I[CH3:25], predict the reaction product. The product is: [F:3][C:4]1[CH:5]=[C:6]([CH:20]=[C:21]([F:23])[CH:22]=1)[C:7]([C:9]1[CH:18]=[C:17]([CH3:19])[C:12]2[N:13]([CH3:25])[C:14](=[O:16])[O:15][C:11]=2[CH:10]=1)=[O:8]. (5) Given the reactants C([O:5][C:6](=[O:35])[CH2:7][NH:8][C:9](=[O:34])[CH2:10][N:11]1[N:15]=[N:14][C:13]([C:16]2[CH:21]=[C:20]([CH3:22])[N:19]=[C:18]([C:23](=[O:33])[NH:24][CH2:25][C:26]3[CH:31]=[CH:30][C:29]([F:32])=[CH:28][CH:27]=3)[CH:17]=2)=[N:12]1)(C)(C)C, predict the reaction product. The product is: [F:32][C:29]1[CH:28]=[CH:27][C:26]([CH2:25][NH:24][C:23]([C:18]2[CH:17]=[C:16]([C:13]3[N:14]=[N:15][N:11]([CH2:10][C:9]([NH:8][CH2:7][C:6]([OH:35])=[O:5])=[O:34])[N:12]=3)[CH:21]=[C:20]([CH3:22])[N:19]=2)=[O:33])=[CH:31][CH:30]=1. (6) Given the reactants Br[C:2]1[CH:3]=[C:4]([N:13]([C@H:16]2[CH2:21][CH2:20][C@H:19]([N:22]([CH3:24])[CH3:23])[CH2:18][CH2:17]2)[CH2:14][CH3:15])[C:5]([CH3:12])=[C:6]([CH:11]=1)[C:7]([O:9][CH3:10])=[O:8].[CH2:25]([N:28]1[CH2:33][CH2:32][O:31][CH2:30][CH2:29]1)[C:26]#[CH:27].C(N(CC)CC)C, predict the reaction product. The product is: [CH3:23][N:22]([CH3:24])[C@H:19]1[CH2:20][CH2:21][C@H:16]([N:13]([CH2:14][CH3:15])[C:4]2[C:5]([CH3:12])=[C:6]([CH:11]=[C:2]([C:27]#[C:26][CH2:25][N:28]3[CH2:33][CH2:32][O:31][CH2:30][CH2:29]3)[CH:3]=2)[C:7]([O:9][CH3:10])=[O:8])[CH2:17][CH2:18]1. (7) Given the reactants [F:1][C:2]1[CH:3]=[CH:4][C:5](B(O)O)=[C:6]2[C:10]=1[C@H:9]([O:11][C:12]1[CH:25]=[CH:24][C:15]3[C@H:16]([CH2:19][C:20]([O:22][CH3:23])=[O:21])[CH2:17][O:18][C:14]=3[CH:13]=1)[CH2:8][CH2:7]2.[CH3:29][C:30]1[C:34]2[CH:35]=[CH:36][C:37]([OH:39])=[CH:38][C:33]=2[O:32][N:31]=1, predict the reaction product. The product is: [CH3:23][O:22][C:20](=[O:21])[CH2:19][C@H:16]1[C:15]2[CH:24]=[CH:25][C:12]([O:11][C@H:9]3[C:10]4[C:6](=[C:5]([O:39][C:37]5[CH:36]=[CH:35][C:34]6[C:30]([CH3:29])=[N:31][O:32][C:33]=6[CH:38]=5)[CH:4]=[CH:3][C:2]=4[F:1])[CH2:7][CH2:8]3)=[CH:13][C:14]=2[O:18][CH2:17]1. (8) Given the reactants FC(F)(F)C(O)=O.[CH3:8][CH:9]([O:11][C:12]1[CH:19]=[CH:18][C:17]([C:20]2[O:24][N:23]=[C:22]([C:25]3[CH:35]=[CH:34][C:28]4[CH2:29][CH2:30][NH:31][CH2:32][CH2:33][C:27]=4[C:26]=3[CH3:36])[N:21]=2)=[CH:16][C:13]=1[C:14]#[N:15])[CH3:10].Br[CH2:38][C:39]([O:41][C:42]([CH3:45])([CH3:44])[CH3:43])=[O:40].C(=O)([O-])[O-].[K+].[K+], predict the reaction product. The product is: [C:14]([C:13]1[CH:16]=[C:17]([C:20]2[O:24][N:23]=[C:22]([C:25]3[CH:35]=[CH:34][C:28]4[CH2:29][CH2:30][N:31]([CH2:38][C:39]([O:41][C:42]([CH3:45])([CH3:44])[CH3:43])=[O:40])[CH2:32][CH2:33][C:27]=4[C:26]=3[CH3:36])[N:21]=2)[CH:18]=[CH:19][C:12]=1[O:11][CH:9]([CH3:8])[CH3:10])#[N:15].